The task is: Regression. Given a peptide amino acid sequence and an MHC pseudo amino acid sequence, predict their binding affinity value. This is MHC class I binding data.. This data is from Peptide-MHC class I binding affinity with 185,985 pairs from IEDB/IMGT. The peptide sequence is FAFCRITSF. The MHC is HLA-C12:03 with pseudo-sequence HLA-C12:03. The binding affinity (normalized) is 1.00.